This data is from Full USPTO retrosynthesis dataset with 1.9M reactions from patents (1976-2016). The task is: Predict the reactants needed to synthesize the given product. (1) Given the product [CH3:13][C:8]1[CH:7]=[C:6]([CH3:14])[C:5]2[N:4]([S:15]([C:18]3[CH:24]=[CH:23][C:21]([CH3:22])=[CH:20][CH:19]=3)(=[O:16])=[O:17])[CH:3]=[C:2]([C:25]3[CH:30]=[CH:29][CH:28]=[CH:27][CH:26]=3)[C:10]=2[C:9]=1[CH:11]=[O:12], predict the reactants needed to synthesize it. The reactants are: Br[C:2]1[C:10]2[C:9]([CH:11]=[O:12])=[C:8]([CH3:13])[CH:7]=[C:6]([CH3:14])[C:5]=2[N:4]([S:15]([C:18]2[CH:24]=[CH:23][C:21]([CH3:22])=[CH:20][CH:19]=2)(=[O:17])=[O:16])[CH:3]=1.[C:25]1(B(O)O)[CH:30]=[CH:29][CH:28]=[CH:27][CH:26]=1.[O-]P([O-])([O-])=O.[K+].[K+].[K+].COC1C=CC=C(OC)C=1C1C=CC=CC=1P(C1CCCCC1)C1CCCCC1. (2) Given the product [C:17]1([CH3:16])[CH:22]=[C:21]([CH3:23])[CH:20]=[C:19]([CH3:24])[C:18]=1[C:2]1[N:7]=[C:6]([CH2:8][N:9]([CH2:13][CH2:14][CH3:15])[CH2:10][CH2:11][CH3:12])[CH:5]=[CH:4][CH:3]=1, predict the reactants needed to synthesize it. The reactants are: Br[C:2]1[N:7]=[C:6]([CH2:8][N:9]([CH2:13][CH2:14][CH3:15])[CH2:10][CH2:11][CH3:12])[CH:5]=[CH:4][CH:3]=1.[CH3:16][C:17]1[CH:22]=[C:21]([CH3:23])[CH:20]=[C:19]([CH3:24])[C:18]=1B(O)O.CC(C)([O-])C.[K+].